From a dataset of Catalyst prediction with 721,799 reactions and 888 catalyst types from USPTO. Predict which catalyst facilitates the given reaction. (1) Reactant: [NH2:1][C:2]1[C:3]([Cl:9])=[N:4][CH:5]=[N:6][C:7]=1Cl.CCN(CC)CC.[CH2:17]([NH2:25])[CH2:18][C:19]1[CH:24]=[CH:23][CH:22]=[CH:21][CH:20]=1. Product: [Cl:9][C:3]1[N:4]=[CH:5][N:6]=[C:7]([NH:25][CH2:17][CH2:18][C:19]2[CH:24]=[CH:23][CH:22]=[CH:21][CH:20]=2)[C:2]=1[NH2:1]. The catalyst class is: 51. (2) Reactant: [NH2:1][CH2:2][CH2:3][CH2:4][CH2:5][CH2:6][CH2:7][CH2:8][CH2:9][CH2:10][CH2:11][OH:12].[CH:13]12[O:22][CH:19]([CH:20]=[CH:21]1)[CH:18]1[CH:14]2[C:15](=O)[O:16][C:17]1=[O:23]. Product: [OH:12][CH2:11][CH2:10][CH2:9][CH2:8][CH2:7][CH2:6][CH2:5][CH2:4][CH2:3][CH2:2][N:1]1[C:15](=[O:16])[CH:14]2[CH:18]([CH:19]3[O:22][CH:13]2[CH:21]=[CH:20]3)[C:17]1=[O:23]. The catalyst class is: 5. (3) Reactant: [Br:1][C:2]1[N:7]=[CH:6][C:5]([OH:8])=[CH:4][C:3]=1[CH3:9].Br[CH2:11][CH2:12][O:13][CH3:14].C([O-])([O-])=O.[K+].[K+]. Product: [Br:1][C:2]1[C:3]([CH3:9])=[CH:4][C:5]([O:8][CH2:11][CH2:12][O:13][CH3:14])=[CH:6][N:7]=1. The catalyst class is: 23. (4) Reactant: C1COCC1.CO.C[Si]([C:12]#[C:13][C:14]1[CH:15]=[CH:16][C:17]([NH2:20])=[N:18][CH:19]=1)(C)C.C(=O)([O-])[O-].[K+].[K+]. Product: [C:13]([C:14]1[CH:15]=[CH:16][C:17]([NH2:20])=[N:18][CH:19]=1)#[CH:12]. The catalyst class is: 6.